Dataset: Blood-brain barrier permeability classification from the B3DB database. Task: Regression/Classification. Given a drug SMILES string, predict its absorption, distribution, metabolism, or excretion properties. Task type varies by dataset: regression for continuous measurements (e.g., permeability, clearance, half-life) or binary classification for categorical outcomes (e.g., BBB penetration, CYP inhibition). Dataset: b3db_classification. (1) The compound is CC(=O)Nc1cc(C(=O)O)c(I)c(NC(C)=O)c1I. The result is 0 (does not penetrate BBB). (2) The compound is CC1(c2ccccc2)OC2CC3C4CCC5=CC(=O)C=CC5(C)C4(F)C(O)CC3(C)C2(C(=O)CO)O1. The result is 1 (penetrates BBB). (3) The molecule is CCCC(C)C1(CC)C(=O)NC(=S)NC1=O. The result is 1 (penetrates BBB). (4) The drug is CN1CC[C@](C)(CN2c3ccccc3Sc3ccccc32)C1. The result is 1 (penetrates BBB). (5) The result is 0 (does not penetrate BBB). The compound is C[C@H](O)[C@H]1C(=O)N2C(C(=O)O)=C(SCCN=CN)C[C@@H]12. (6) The drug is Cc1ccc([C@@H](C)NC(=O)CCSc2ccccc2)cc1C. The result is 0 (does not penetrate BBB). (7) The compound is CO[C@H]1C=CO[C@@]2(C)Oc3c(C)c(O)c4c(O)c(cc(O)c4c3C2=O)NC(=O)C(C)=CC=C[C@H](C)[C@H](O)[C@@H](C)[C@@H](O)[C@@H](C)[C@H](OC(C)=O)[C@@H]1C. The result is 0 (does not penetrate BBB).